Dataset: Catalyst prediction with 721,799 reactions and 888 catalyst types from USPTO. Task: Predict which catalyst facilitates the given reaction. Reactant: [CH3:1][C:2]1([CH3:18])[O:6][B:5]([C:7]2[CH:15]=[CH:14][C:10]([C:11]([OH:13])=O)=[CH:9][CH:8]=2)[O:4][C:3]1([CH3:17])[CH3:16].CN(C(ON1N=NC2C=CC=NC1=2)=[N+](C)C)C.F[P-](F)(F)(F)(F)F.[NH:43]1[CH2:47][CH2:46][CH2:45][C@H:44]1[C:48]([O:50][C:51]([CH3:54])([CH3:53])[CH3:52])=[O:49].CCN(C(C)C)C(C)C. The catalyst class is: 3. Product: [CH3:18][C:2]1([CH3:1])[C:3]([CH3:17])([CH3:16])[O:4][B:5]([C:7]2[CH:8]=[CH:9][C:10]([C:11]([N:43]3[CH2:47][CH2:46][CH2:45][C@H:44]3[C:48]([O:50][C:51]([CH3:54])([CH3:53])[CH3:52])=[O:49])=[O:13])=[CH:14][CH:15]=2)[O:6]1.